This data is from Catalyst prediction with 721,799 reactions and 888 catalyst types from USPTO. The task is: Predict which catalyst facilitates the given reaction. (1) The catalyst class is: 17. Reactant: [CH2:1]([N:8]1[CH2:13][CH2:12][CH:11]([NH:14][CH2:15][C:16]2[CH:21]=[CH:20][CH:19]=[C:18]([F:22])[C:17]=2[NH:23][C:24](=[O:30])OC(C)(C)C)[CH2:10][CH2:9]1)[C:2]1[CH:7]=[CH:6][CH:5]=[CH:4][CH:3]=1. Product: [CH2:1]([N:8]1[CH2:9][CH2:10][CH:11]([N:14]2[CH2:15][C:16]3[C:17](=[C:18]([F:22])[CH:19]=[CH:20][CH:21]=3)[NH:23][C:24]2=[O:30])[CH2:12][CH2:13]1)[C:2]1[CH:3]=[CH:4][CH:5]=[CH:6][CH:7]=1. (2) Reactant: [CH2:1]([N:8]1[C:12]2[CH:13]=[CH:14][C:15]3[N:16]([C:17]([CH3:20])=[N:18][N:19]=3)[C:11]=2[CH:10]=[C:9]1[C:21]1[CH:25]=[CH:24][N:23]([C:26]2([CH2:30][C:31]#[N:32])[CH2:29][NH:28][CH2:27]2)[N:22]=1)[C:2]1[CH:7]=[CH:6][CH:5]=[CH:4][CH:3]=1.[CH3:33][S:34](Cl)(=[O:36])=[O:35].C(N(CC)CC)C. Product: [CH2:1]([N:8]1[C:12]2[CH:13]=[CH:14][C:15]3[N:16]([C:17]([CH3:20])=[N:18][N:19]=3)[C:11]=2[CH:10]=[C:9]1[C:21]1[CH:25]=[CH:24][N:23]([C:26]2([CH2:30][C:31]#[N:32])[CH2:29][N:28]([S:34]([CH3:33])(=[O:36])=[O:35])[CH2:27]2)[N:22]=1)[C:2]1[CH:7]=[CH:6][CH:5]=[CH:4][CH:3]=1. The catalyst class is: 2. (3) Reactant: [CH:1]1[CH:2]=[CH:3][C:4]([NH:11][C:12]2[C:13]([Cl:19])=[CH:14][CH:15]=[CH:16][C:17]=2[Cl:18])=[C:5]([CH2:7][C:8]([OH:10])=[O:9])[CH:6]=1.C(N1C=CN=C1)(N1C=CN=C1)=O.[NH2:32][C@H:33]([C:40]([OH:42])=[O:41])[CH2:34][C:35]1[N:39]=[CH:38][NH:37][CH:36]=1. Product: [Cl:19][C:13]1[CH:14]=[CH:15][CH:16]=[C:17]([Cl:18])[C:12]=1[NH:11][C:4]1[CH:3]=[CH:2][CH:1]=[CH:6][C:5]=1[CH2:7][C:8]([O:10][NH:32][C@H:33]([C:40]([OH:42])=[O:41])[CH2:34][C:35]1[N:39]=[CH:38][NH:37][CH:36]=1)=[O:9]. The catalyst class is: 7. (4) Reactant: [NH2:1][C:2]1[CH:3]=[CH:4][C:5]([CH3:21])=[C:6]([C:8]2[CH:13]=[CH:12][C:11]([C:14]([NH:16][CH2:17][CH:18]3[CH2:20][CH2:19]3)=[O:15])=[CH:10][CH:9]=2)[CH:7]=1.[CH3:22][O:23][C:24]1[CH:32]=[CH:31][C:27]([C:28](O)=[O:29])=[CH:26][C:25]=1[C:33]1[CH:38]=[CH:37][CH:36]=[CH:35][CH:34]=1. Product: [CH:18]1([CH2:17][NH:16][C:14]([C:11]2[CH:12]=[CH:13][C:8]([C:6]3[C:5]([CH3:21])=[CH:4][CH:3]=[C:2]([NH:1][C:28](=[O:29])[C:27]4[CH:31]=[CH:32][C:24]([O:23][CH3:22])=[C:25]([C:33]5[CH:34]=[CH:35][CH:36]=[CH:37][CH:38]=5)[CH:26]=4)[CH:7]=3)=[CH:9][CH:10]=2)=[O:15])[CH2:20][CH2:19]1. The catalyst class is: 1. (5) Reactant: [C:1]([C:3]1[C:4]([C:34]2[C:42]3[C:37](=[CH:38][CH:39]=[CH:40][CH:41]=3)[N:36](S(C3C=CC=CC=3)(=O)=O)[CH:35]=2)=[N:5][C:6]([NH:9][C:10]2[CH:11]=[C:12]([NH:16][C:17](=[O:33])[C:18]3[CH:23]=[CH:22][C:21]([NH:24][C:25](=[O:32])/[CH:26]=[CH:27]/[CH2:28][N:29]([CH3:31])[CH3:30])=[CH:20][CH:19]=3)[CH:13]=[CH:14][CH:15]=2)=[N:7][CH:8]=1)#[N:2].[OH-].[Na+].Cl. Product: [C:1]([C:3]1[C:4]([C:34]2[C:42]3[C:37](=[CH:38][CH:39]=[CH:40][CH:41]=3)[NH:36][CH:35]=2)=[N:5][C:6]([NH:9][C:10]2[CH:11]=[C:12]([NH:16][C:17](=[O:33])[C:18]3[CH:23]=[CH:22][C:21]([NH:24][C:25](=[O:32])/[CH:26]=[CH:27]/[CH2:28][N:29]([CH3:31])[CH3:30])=[CH:20][CH:19]=3)[CH:13]=[CH:14][CH:15]=2)=[N:7][CH:8]=1)#[N:2]. The catalyst class is: 1. (6) Reactant: [CH3:1][C:2]1([C:5](=O)[CH2:6][C:7]#[N:8])[CH2:4][CH2:3]1.Cl.[C:11]1([CH3:19])[CH:16]=[CH:15][C:14]([NH:17][NH2:18])=[CH:13][CH:12]=1. Product: [CH3:1][C:2]1([C:5]2[CH:6]=[C:7]([NH2:8])[N:17]([C:14]3[CH:15]=[CH:16][C:11]([CH3:19])=[CH:12][CH:13]=3)[N:18]=2)[CH2:4][CH2:3]1. The catalyst class is: 8. (7) Reactant: [CH3:1][C:2]1[C:3]([C:11]2[CH:16]=[CH:15][CH:14]=[CH:13][CH:12]=2)=[N:4][CH:5]=[C:6]([N+:8]([O-])=O)[CH:7]=1. Product: [CH3:1][C:2]1[CH:7]=[C:6]([NH2:8])[CH:5]=[N:4][C:3]=1[C:11]1[CH:16]=[CH:15][CH:14]=[CH:13][CH:12]=1. The catalyst class is: 29. (8) Reactant: C(OC([N:8]1[CH:13]2[CH2:14][CH2:15][CH:9]1[CH2:10][C:11]([OH:21])([C:16]1[N:17]=[CH:18][S:19][CH:20]=1)[CH2:12]2)=O)(C)(C)C.[ClH:22]. Product: [ClH:22].[S:19]1[CH:20]=[C:16]([C:11]2([OH:21])[CH2:12][CH:13]3[NH:8][CH:9]([CH2:15][CH2:14]3)[CH2:10]2)[N:17]=[CH:18]1. The catalyst class is: 12. (9) Reactant: C[O:2][C:3](=[O:19])[CH2:4][CH2:5][C:6]1[CH:11]=[C:10]([CH:12]([CH3:14])[CH3:13])[C:9]([OH:15])=[C:8]([CH:16]([CH3:18])[CH3:17])[CH:7]=1.[Li+].[OH-].O.C1COCC1.O. Product: [OH:15][C:9]1[C:8]([CH:16]([CH3:18])[CH3:17])=[CH:7][C:6]([CH2:5][CH2:4][C:3]([OH:19])=[O:2])=[CH:11][C:10]=1[CH:12]([CH3:14])[CH3:13]. The catalyst class is: 644. (10) Reactant: [CH2:1]([O:8][C:9]([NH:11][CH:12]([CH:19]1[CH2:24][CH2:23][N:22](C(OC(C)(C)C)=O)[CH2:21][CH2:20]1)[CH2:13][C:14]([O:16][CH2:17][CH3:18])=[O:15])=[O:10])[C:2]1[CH:7]=[CH:6][CH:5]=[CH:4][CH:3]=1.[C:32]([OH:38])([C:34]([F:37])([F:36])[F:35])=[O:33]. Product: [CH2:1]([O:8][C:9]([NH:11][CH:12]([CH:19]1[CH2:24][CH2:23][NH:22][CH2:21][CH2:20]1)[CH2:13][C:14]([O:16][CH2:17][CH3:18])=[O:15])=[O:10])[C:2]1[CH:3]=[CH:4][CH:5]=[CH:6][CH:7]=1.[C:32]([OH:38])([C:34]([F:37])([F:36])[F:35])=[O:33]. The catalyst class is: 2.